This data is from Reaction yield outcomes from USPTO patents with 853,638 reactions. The task is: Predict the reaction yield, written as a fraction of the theoretical maximum amount of product (1.0 means a 100% yield; for example, 0.34 means a 34% yield). (1) The reactants are [F:1][C:2]1[CH:7]=[C:6]([N:8]2[C:16]3[C:11](=[CH:12][CH:13]=[CH:14][CH:15]=3)[CH:10]=[C:9]2[CH3:17])[CH:5]=[CH:4][C:3]=1[C:18]([N:20]1[CH2:25][CH2:24][N:23]([C:26]([C:28]2([NH:31]C(=O)OC(C)(C)C)[CH2:30][CH2:29]2)=[O:27])[CH2:22][CH2:21]1)=[O:19].FC(F)(F)C(O)=O. The catalyst is ClCCl. The product is [NH2:31][C:28]1([C:26]([N:23]2[CH2:24][CH2:25][N:20]([C:18]([C:3]3[CH:4]=[CH:5][C:6]([N:8]4[C:16]5[C:11](=[CH:12][CH:13]=[CH:14][CH:15]=5)[CH:10]=[C:9]4[CH3:17])=[CH:7][C:2]=3[F:1])=[O:19])[CH2:21][CH2:22]2)=[O:27])[CH2:29][CH2:30]1. The yield is 0.300. (2) The reactants are [CH3:1][CH:2]([CH2:4][C:5](=O)[CH2:6][CH2:7][CH3:8])[CH3:3].C([O-])(=O)C.[NH4+].C([BH3-])#[N:16].[Na+]. The catalyst is CO. The product is [CH3:1][CH:2]([CH2:4][CH:5]([NH2:16])[CH2:6][CH2:7][CH3:8])[CH3:3]. The yield is 0.770. (3) The reactants are [C:1]([O:5][C:6](=[O:24])[CH2:7][N:8]([CH2:16][C:17]([O:19][C:20]([CH3:23])([CH3:22])[CH3:21])=[O:18])[C:9]1[CH:14]=[CH:13][CH:12]=[CH:11][C:10]=1[OH:15])([CH3:4])([CH3:3])[CH3:2].[H-].[Na+].[CH2:27](Br)[C:28]1[CH:33]=[CH:32][CH:31]=[CH:30][CH:29]=1. The catalyst is C1COCC1. The product is [C:1]([O:5][C:6](=[O:24])[CH2:7][N:8]([C:9]1[CH:14]=[CH:13][CH:12]=[CH:11][C:10]=1[O:15][CH2:27][C:28]1[CH:33]=[CH:32][CH:31]=[CH:30][CH:29]=1)[CH2:16][C:17]([O:19][C:20]([CH3:23])([CH3:22])[CH3:21])=[O:18])([CH3:4])([CH3:3])[CH3:2]. The yield is 0.670. (4) The reactants are [H-].[Na+].[OH:3][CH2:4][C:5]([CH3:10])([CH3:9])[C:6]([O-:8])=[O:7].I[CH3:12].O.[OH-].[Li+]. The catalyst is C1COCC1. The product is [CH3:12][O:3][CH2:4][C:5]([CH3:10])([CH3:9])[C:6]([OH:8])=[O:7]. The yield is 0.910. (5) The reactants are [N+:1]([C:4]1[CH:9]=[CH:8][C:7]([S:10]([NH-:13])(=[O:12])=[O:11])=[CH:6][CH:5]=1)([O-:3])=[O:2].[OH-].[K+].[C:16](O)(=O)[CH3:17].[C:20](O)(=O)[CH3:21].[I:24][C:25]1[CH:30]=[CH:29][CH:28]=[CH:27][CH:26]=1.O.[CH3:32]O. No catalyst specified. The product is [N+:1]([C:4]1[CH:5]=[CH:6][C:7]([S:10]([N:13]=[C:17]2[CH2:16][CH2:21][CH2:20][CH2:32][I:24]2[C:25]2[CH:30]=[CH:29][CH:28]=[CH:27][CH:26]=2)(=[O:11])=[O:12])=[CH:8][CH:9]=1)([O-:3])=[O:2]. The yield is 0.840. (6) The reactants are [CH:1]1([NH:7][NH:8]C(OC(C)(C)C)=O)[CH2:6][CH2:5][CH2:4][CH2:3][CH2:2]1.[ClH:16]. The catalyst is CCOCC. The product is [ClH:16].[CH:1]1([NH:7][NH2:8])[CH2:6][CH2:5][CH2:4][CH2:3][CH2:2]1. The yield is 0.850.